Dataset: Forward reaction prediction with 1.9M reactions from USPTO patents (1976-2016). Task: Predict the product of the given reaction. (1) Given the reactants [F:1][C:2]1[CH:3]=[C:4]([C:12]2[N:13]=[C:14]([NH:17][C:18](=[O:20])[CH3:19])[S:15][CH:16]=2)[CH:5]=[C:6]([C:8]([F:11])([F:10])[F:9])[CH:7]=1.C=O.C(OC(=O)C)(=O)C.C[C@@H]1CCCN1.[CH:36]([N:39]([CH:42]([CH3:44])[CH3:43])[CH2:40]C)([CH3:38])C, predict the reaction product. The product is: [F:1][C:2]1[CH:3]=[C:4]([C:12]2[N:13]=[C:14]([NH:17][C:18](=[O:20])[CH3:19])[S:15][C:16]=2[CH2:40][N:39]2[CH2:36][CH2:38][CH2:44][C@H:42]2[CH3:43])[CH:5]=[C:6]([C:8]([F:9])([F:11])[F:10])[CH:7]=1. (2) The product is: [CH3:23][N:32]([CH3:30])[C:26]1[CH:27]=[C:28]2[C:9](=[CH:10][C:11]=1[C:12]([F:13])([F:14])[F:15])[NH:8][C:7](=[O:16])[N:6]([NH:17][S:18]([CH3:21])(=[O:19])=[O:20])[C:29]2=[O:25]. Given the reactants NC1C=C2[C:9](=[CH:10][C:11]=1[C:12]([F:15])([F:14])[F:13])[NH:8][C:7](=[O:16])[N:6]([NH:17][S:18]([CH3:21])(=[O:20])=[O:19])C2=O.[CH2:23]=O.[O:25]1[CH2:29][CH2:28][CH2:27][CH2:26]1.[C:30](#[N:32])C.O, predict the reaction product. (3) Given the reactants [ClH:1].[NH2:2][C@@H:3]([CH3:16])[C@@H:4]([C:6]1[CH:15]=[CH:14][C:13]2[C:8](=[CH:9][CH:10]=[CH:11][CH:12]=2)[CH:7]=1)[OH:5].[F:17][C:18]1[CH:23]=[CH:22][C:21]([N:24]2[C:32]3[C:27](=[CH:28][C:29](I)=[CH:30][CH:31]=3)[CH:26]=[N:25]2)=[CH:20][CH:19]=1.[C:34](=O)([O-])[O-:35].[Cs+].[Cs+], predict the reaction product. The product is: [ClH:1].[F:17][C:18]1[CH:19]=[CH:20][C:21]([N:24]2[C:32]3[C:27](=[CH:28][C:29]([O:5][C@H:4]([C:6]4[CH:15]=[CH:14][C:13]5[C:8](=[CH:9][CH:10]=[CH:11][CH:12]=5)[CH:7]=4)[C@@H:3]([NH2:2])[CH3:16])=[CH:30][CH:31]=3)[CH:26]=[N:25]2)=[CH:22][CH:23]=1.[C:13]([O:35][CH3:34])([CH3:12])([CH3:8])[CH3:14].[ClH:1]. (4) Given the reactants Br[CH2:2][C:3]1[C:15]([Cl:16])=[CH:14][C:6]([C:7]([O:9][C:10]([CH3:13])([CH3:12])[CH3:11])=[O:8])=[C:5]([F:17])[CH:4]=1.[Cl:18][C:19]1[CH:20]=[C:21]([OH:28])[CH:22]=[N:23][C:24]=1[CH:25]1[CH2:27][CH2:26]1.C([O-])([O-])=O.[K+].[K+], predict the reaction product. The product is: [Cl:16][C:15]1[C:3]([CH2:2][O:28][C:21]2[CH:22]=[N:23][C:24]([CH:25]3[CH2:27][CH2:26]3)=[C:19]([Cl:18])[CH:20]=2)=[CH:4][C:5]([F:17])=[C:6]([CH:14]=1)[C:7]([O:9][C:10]([CH3:13])([CH3:12])[CH3:11])=[O:8]. (5) The product is: [C:7]1([C:1]2[CH:6]=[CH:5][CH:4]=[CH:3][CH:2]=2)[CH:12]=[CH:11][C:10]([C:13]2([C:14]#[N:15])[CH2:20][CH2:19]2)=[CH:9][CH:8]=1. Given the reactants [C:1]1([C:7]2[CH:12]=[CH:11][C:10]([CH2:13][C:14]#[N:15])=[CH:9][CH:8]=2)[CH:6]=[CH:5][CH:4]=[CH:3][CH:2]=1.[OH-].[K+].Br[CH2:19][CH2:20]Br.CCOC(C)=O, predict the reaction product. (6) Given the reactants [C:1]([O:5][C:6]([NH:8][CH2:9][CH2:10][CH2:11][C@@H:12]([CH2:16][C:17]1[N:18]=[CH:19][N:20]2[C:29]3[C:24](=[CH:25][CH:26]=[CH:27][CH:28]=3)[CH2:23][CH2:22][C:21]=12)[C:13]([OH:15])=[O:14])=[O:7])([CH3:4])([CH3:3])[CH3:2].Cl.CN(C)[CH2:33][CH2:34][CH2:35]N=C=NCC.C(=O)([O-])O.[Na+], predict the reaction product. The product is: [C:1]([O:5][C:6]([NH:8][CH2:9][CH2:10][CH2:11][C@@H:12]([CH2:16][C:17]1[N:18]=[CH:19][N:20]2[C:29]3[C:24](=[CH:25][CH:26]=[CH:27][CH:28]=3)[CH2:23][CH2:22][C:21]=12)[C:13]([O:15][CH:34]([CH3:35])[CH3:33])=[O:14])=[O:7])([CH3:4])([CH3:2])[CH3:3]. (7) Given the reactants [F:1][C:2]([F:15])([F:14])[C:3]([F:13])([C:9]([F:12])([F:11])[F:10])[C:4]([F:8])([F:7])[CH2:5][CH3:6].FC(F)(F)C(F)(C(F)(F)F)C(F)(F)[I:20].C=C, predict the reaction product. The product is: [F:1][C:2]([F:14])([F:15])[C:3]([F:13])([C:9]([F:10])([F:11])[F:12])[C:4]([F:8])([F:7])[CH2:5][CH2:6][I:20]. (8) The product is: [CH2:1]([N:3]([C:15]1[CH:26]=[C:25]2[C:27]3[CH:21]([CH2:22][CH2:23][CH2:24]2)[CH2:20][CH2:19][CH2:18][C:17]=3[CH:16]=1)[C:4]1[CH:5]=[CH:6][C:7]([C:8]([OH:10])=[O:9])=[CH:13][CH:14]=1)[CH3:2]. Given the reactants [CH2:1]([N:3]([C:15]1[CH:26]=[C:25]2[C:27]3[CH:21]([CH2:22][CH2:23][CH2:24]2)[CH2:20][CH2:19][CH2:18][C:17]=3[CH:16]=1)[C:4]1[CH:14]=[CH:13][C:7]([C:8]([O:10]CC)=[O:9])=[CH:6][CH:5]=1)[CH3:2].[OH-].[Na+].Cl, predict the reaction product. (9) Given the reactants [CH2:1]([C:3]1[NH:7][C:6]([C:8]([O:10][CH2:11][CH3:12])=[O:9])=[CH:5][CH:4]=1)[CH3:2].[Cl:13]C1C=C(C(OCC)=O)NC=1C, predict the reaction product. The product is: [Cl:13][C:4]1[CH:5]=[C:6]([C:8]([O:10][CH2:11][CH3:12])=[O:9])[NH:7][C:3]=1[CH2:1][CH3:2].